The task is: Predict the reactants needed to synthesize the given product.. This data is from Full USPTO retrosynthesis dataset with 1.9M reactions from patents (1976-2016). (1) Given the product [Br-:15].[C:1]1([S+:7]([C:1]2[CH:6]=[CH:5][CH:4]=[CH:3][CH:2]=2)[C:9]2[CH:14]=[CH:13][CH:12]=[CH:11][CH:10]=2)[CH:6]=[CH:5][CH:4]=[CH:3][CH:2]=1, predict the reactants needed to synthesize it. The reactants are: [C:1]1([S:7]([C:9]2[CH:14]=[CH:13][CH:12]=[CH:11][CH:10]=2)=O)[CH:6]=[CH:5][CH:4]=[CH:3][CH:2]=1.[Br-:15].[Al+3].[Br-].[Br-]. (2) Given the product [F:14][C:15]1[CH:34]=[CH:33][CH:32]=[CH:31][C:16]=1[CH2:17][C:18]1[N:22]2[N:23]=[CH:24][CH:25]=[CH:26][C:21]2=[C:20]([C:27]2[N:28]=[N:29][C:7]([C:2]([CH3:13])([CH3:1])[C:3]([O:5][CH3:6])=[O:4])=[C:8]([OH:9])[N:30]=2)[N:19]=1, predict the reactants needed to synthesize it. The reactants are: [CH3:1][C:2]([CH3:13])([C:7](=O)[C:8](OC)=[O:9])[C:3]([O:5][CH3:6])=[O:4].[F:14][C:15]1[CH:34]=[CH:33][CH:32]=[CH:31][C:16]=1[CH2:17][C:18]1[N:22]2[N:23]=[CH:24][CH:25]=[CH:26][C:21]2=[C:20]([C:27](=[NH:30])[NH:28][NH2:29])[N:19]=1. (3) Given the product [NH2:1][C:2]1[N:7]=[CH:6][C:5]([C:8]2[N:9]=[C:10]([N:28]3[CH2:33][CH2:32][O:31][CH2:30][CH2:29]3)[C:11]3[S:16][C:15]([C:17]4[CH:18]=[C:19]([CH2:23][C:24]([N:34]5[CH2:39][CH2:38][O:37][CH2:36][CH2:35]5)=[O:25])[CH:20]=[CH:21][CH:22]=4)=[C:14]([CH3:27])[C:12]=3[N:13]=2)=[CH:4][N:3]=1, predict the reactants needed to synthesize it. The reactants are: [NH2:1][C:2]1[N:7]=[CH:6][C:5]([C:8]2[N:9]=[C:10]([N:28]3[CH2:33][CH2:32][O:31][CH2:30][CH2:29]3)[C:11]3[S:16][C:15]([C:17]4[CH:18]=[C:19]([CH2:23][C:24](O)=[O:25])[CH:20]=[CH:21][CH:22]=4)=[C:14]([CH3:27])[C:12]=3[N:13]=2)=[CH:4][N:3]=1.[NH:34]1[CH2:39][CH2:38][O:37][CH2:36][CH2:35]1. (4) Given the product [CH3:1][O:2][C:3]1[C:4]2[N:5]([N:9]=[C:10]([C:12]3([CH2:15][NH:16][C:29]([N:24]4[CH2:28][CH2:27][CH2:26][CH2:25]4)=[O:30])[CH2:14][CH2:13]3)[N:11]=2)[CH:6]=[CH:7][CH:8]=1, predict the reactants needed to synthesize it. The reactants are: [CH3:1][O:2][C:3]1[C:4]2[N:5]([N:9]=[C:10]([C:12]3([CH2:15][NH2:16])[CH2:14][CH2:13]3)[N:11]=2)[CH:6]=[CH:7][CH:8]=1.CCN(CC)CC.[N:24]1([C:29](Cl)=[O:30])[CH2:28][CH2:27][CH2:26][CH2:25]1.C([O-])(O)=O.[Na+].